Dataset: Experimentally validated miRNA-target interactions with 360,000+ pairs, plus equal number of negative samples. Task: Binary Classification. Given a miRNA mature sequence and a target amino acid sequence, predict their likelihood of interaction. (1) The miRNA is hsa-miR-6513-3p with sequence UCAAGUGUCAUCUGUCCCUAG. The protein sequence of the target gene is MTCPRNVTPNSYAEPLAAPGGGERYNRNAGMYMQSGSDFNCGVMRGCGLAPSLSKRDEGGSPNLALNTYPSYLSQLDSWGDPKAAYRLEQPVGRPLSSCSYPPSVKEENVCCMYSAEKRAKSGPEAALYSHPLPESCLGEHEVPVPSYYRASPSYSALDKTPHCAGANEFEAPFEQRASLNPRTEHLESPQLGGKVSFPETPKSDSQTPSPNEIKTEQSLAGPKASPSESEKERAKTADSSPDTSDNEAKEEIKAENTTGNWLTAKSGRKKRCPYTKHQTLELEKEFLFNMYLTRERRLE.... Result: 0 (no interaction). (2) The protein sequence of the target gene is MLFIFNFLFSPLPTPALICILTFGAAIFLWLITRPQPVLPLLDLNNQSVGIEGGARKGVSQKNNDLTSCCFSDAKTMYEVFQRGLAVSDNGPCLGYRKPNQPYRWLSYKQVSDRAEYLGSCLLHKGYKSSPDQFVGIFAQNRPEWIISELACYTYSMVAVPLYDTLGPEAIVHIVNKADIAMVICDTPQKALVLIGNVEKGFTPSLKVIILMDPFDDDLKQRGEKSGIEILSLYDAENLGKEHFRKPVPPSPEDLSVICFTSGTTGDPKGAMITHQNIVSNAAAFLKCVEHAYEPTPDDV.... Result: 0 (no interaction). The miRNA is ssc-miR-204 with sequence UUCCCUUUGUCAUCCUAUGCCU.